From a dataset of Full USPTO retrosynthesis dataset with 1.9M reactions from patents (1976-2016). Predict the reactants needed to synthesize the given product. (1) Given the product [CH3:12][N:8]([C:4]1[CH:3]=[C:2]([B:13]2[O:17][C:16]([CH3:19])([CH3:18])[C:15]([CH3:21])([CH3:20])[O:14]2)[CH:7]=[CH:6][N:5]=1)[C:9](=[O:11])[CH3:10], predict the reactants needed to synthesize it. The reactants are: Br[C:2]1[CH:7]=[CH:6][N:5]=[C:4]([N:8]([CH3:12])[C:9](=[O:11])[CH3:10])[CH:3]=1.[B:13]1([B:13]2[O:17][C:16]([CH3:19])([CH3:18])[C:15]([CH3:21])([CH3:20])[O:14]2)[O:17][C:16]([CH3:19])([CH3:18])[C:15]([CH3:21])([CH3:20])[O:14]1.C([O-])(=O)C.[K+]. (2) Given the product [CH:31]1([C:8]2([O:11][C:15]3[S:16][C:17]4[CH2:18][CH2:19][N:20]([C:25]([CH:27]5[CH2:29][CH2:28]5)=[O:26])[CH2:21][CH2:22][C:23]=4[N:24]=3)[CH2:7][CH2:6][NH:5][CH2:10][CH2:9]2)[CH2:34][CH2:33][CH2:32]1, predict the reactants needed to synthesize it. The reactants are: C1([N:5]2[CH2:10][CH2:9][CH:8]([OH:11])[CH2:7][CH2:6]2)CCC1.[H-].[Na+].Br[C:15]1[S:16][C:17]2[CH2:18][CH2:19][N:20]([C:25]([CH:27]3[CH2:29][CH2:28]3)=[O:26])[CH2:21][CH2:22][C:23]=2[N:24]=1.O1[CH2:34][CH2:33][CH2:32][CH2:31]1. (3) Given the product [Cl:12][C:4]1[N:3]=[C:2]([N:17]2[CH2:18][CH2:19][C:14]([F:20])([F:13])[CH2:15][CH2:16]2)[C:7]([N+:8]([O-:10])=[O:9])=[C:6]([CH3:11])[CH:5]=1, predict the reactants needed to synthesize it. The reactants are: Cl[C:2]1[C:7]([N+:8]([O-:10])=[O:9])=[C:6]([CH3:11])[CH:5]=[C:4]([Cl:12])[N:3]=1.[F:13][C:14]1([F:20])[CH2:19][CH2:18][NH:17][CH2:16][CH2:15]1. (4) The reactants are: [F:1][C:2]1[C:9]([CH:10]=[O:11])=[CH:8][C:5]([C:6]#[N:7])=[C:4]([C:12]([F:15])([F:14])[F:13])[CH:3]=1.FC1C=CC(C#N)=C(C(F)(F)F)C=1C=O.[BH4-].[Na+]. Given the product [F:1][C:2]1[C:9]([CH2:10][OH:11])=[CH:8][C:5]([C:6]#[N:7])=[C:4]([C:12]([F:13])([F:14])[F:15])[CH:3]=1, predict the reactants needed to synthesize it. (5) Given the product [N:16]1([CH:11]2[CH2:10][C:9]3[C:13](=[CH:14][CH:15]=[C:7]([OH:6])[CH:8]=3)[CH2:12]2)[CH2:17][CH2:18][CH2:19][CH2:20][CH2:21][CH2:22]1, predict the reactants needed to synthesize it. The reactants are: B(Br)(Br)Br.C[O:6][C:7]1[CH:8]=[C:9]2[C:13](=[CH:14][CH:15]=1)[CH2:12][CH:11]([N:16]1[CH2:22][CH2:21][CH2:20][CH2:19][CH2:18][CH2:17]1)[CH2:10]2. (6) Given the product [CH:5]1([NH:11][C:14]([C:16]2[C:20]([CH2:21][N:22]([CH3:24])[CH3:23])=[C:19]([C:25]3[CH:26]=[CH:27][C:28]([O:31][CH3:32])=[CH:29][CH:30]=3)[N:18]([C:33]3[CH:38]=[CH:37][C:36]([Cl:39])=[CH:35][C:34]=3[Cl:40])[N:17]=2)=[O:13])[CH2:10][CH2:9][CH2:8][CH2:7][CH2:6]1, predict the reactants needed to synthesize it. The reactants are: [Cl-].[Cl-].[Cl-].[Al+3].[CH:5]1([NH2:11])[CH2:10][CH2:9][CH2:8][CH2:7][CH2:6]1.C[O:13][C:14]([C:16]1[C:20]([CH2:21][N:22]([CH3:24])[CH3:23])=[C:19]([C:25]2[CH:30]=[CH:29][C:28]([O:31][CH3:32])=[CH:27][CH:26]=2)[N:18]([C:33]2[CH:38]=[CH:37][C:36]([Cl:39])=[CH:35][C:34]=2[Cl:40])[N:17]=1)=O.O. (7) The reactants are: [I:1]Cl.[Cl:3][C:4]1[CH:9]=[CH:8][CH:7]=[CH:6][C:5]=1[C:10]1[CH:21]=[C:20]2[C:16]([CH:17]=[CH:18][N:19]2[CH3:22])=[C:15]2[C:11]=1[C:12](=[O:24])[NH:13][C:14]2=[O:23].[O-]S([O-])=O.[Na+].[Na+]. Given the product [Cl:3][C:4]1[CH:9]=[CH:8][CH:7]=[CH:6][C:5]=1[C:10]1[CH:21]=[C:20]2[C:16]([C:17]([I:1])=[CH:18][N:19]2[CH3:22])=[C:15]2[C:11]=1[C:12](=[O:24])[NH:13][C:14]2=[O:23], predict the reactants needed to synthesize it.